This data is from B-cell epitopes from IEDB database with 3,159 antigens for binding position prediction. The task is: Token-level Classification. Given an antigen amino acid sequence, predict which amino acid positions are active epitope sites capable of antibody binding. Output is a list of indices for active positions. (1) The epitope positions are: [77, 78, 79, 80, 81, 82, 83, 84, 85, 86]. The amino acids at these positions are: IGCYGSLPQE. Given the antigen sequence: QFLLAQFTSAICSVVRRAFPHCLAFSYMDDVVLGAKSVPHLESLFTAVTNFLLSLGIHLNPNKTKRWGYSLNFMGYVIGCYGSLPQEHITQKIKECFRKLPVNRPIDWKVCQ, which amino acid positions are active epitope sites? (2) Given the antigen sequence: MKKLLKSALLFAAAGSALSLQALPVGNPAEPSLLIDGTMWEGASGDPCDPCATWCDAISIRAGFYGDYVFDRILKVDVNKTISGMAAAPTAASGTASNTTVAADRSNFAYGKHLQDAEWCTNAAYLALNIWDRFDVFCTLGASNGYFKASSDAFNLVGLIGLAGTDFANQRPNVEISQGIVELYTDTAFSWSVGARGALWECGCATLGAEFQYAQSNPKIEMLNVTSSPAQFMIHKPRGYKGTAANFPLPVAAGTATATDTKSATVKYHEWQVGLALSYRLNMLVPYIGVNWSRATFDADTIRIAQPKLASAILNLTTWNPTLLGVATTLDTSNKYADFMQIVSMQINKMKSRKACGIAVGATLIDADKWSITGEARLIDERAAHINAQFRF, which amino acid positions are active epitope sites? The epitope positions are: [313, 314, 315, 316, 317, 318, 319, 320, 321, 322, 323, 324]. The amino acids at these positions are: LNLTTWNPTLLG. (3) Given the antigen sequence: MKFSFVYGLTGFLAATSSALPSEILSTGYERSALEKRGDGYLIMCKNCDPNTGSCDWKQNWNTCVGIGANVHWMVTGGSTDGKQGCATIWEGSGCVGRSTTMCCPANTCCNINTGFYIRSYRRVE, which amino acid positions are active epitope sites? The epitope positions are: [75, 76, 77, 78, 79, 80, 81, 82, 83, 84]. The amino acids at these positions are: TGGSTDGKQG. (4) The epitope positions are: [472, 473, 474, 475, 476, 477, 478, 479, 480, 481, 482, 483, 484, 485, 486, 487, 488, 489, 490, 491... (21 total positions)]. The amino acids at these positions are: PKPEQPAPAPKPEQPAKPEKP. Given the antigen sequence: MNKKKMILTSLASVAILGAGFVTSQPTVVRAEESPQVVEKSSLEKKYEEAKAKADTAKKDYETAKKKAEDAQKKYEDDQKRTEEKARKEAEASQKLNDVALVVQNAYKEYREVQNQRSKYKSDAEYQKKLTEVDSKIEKARKEQQDLQNKFNEVRAVVVPEPNALAETKKKAEEAKAEEKVAKRKYDYATLKVALAKKEVEAKELEIEKLQYEISTLEQEVATAQHQVDNLKKLLAGADPDDGTEVIEAKLKKGEAELNAKQAELAKKQTELEKLLDSLDPEGKTQDELDKEAEEAELDKKADELQNKVADLEKEISNLEILLGGADPEDDTAALQNKLAAKKAELAKKQTELEKLLDSLDPEGKTQDELDKEAEEAELDKKADELQNKVADLEKEISNLEILLGGADSEDDTAALQNKLATKKAELEKTQKELDAALNELGPDGDEEETPAPAPQPEQPAPAPKPEQPAPAPKPEQPAPAPKPEQPAKPEKPAEEPTQP..., which amino acid positions are active epitope sites? (5) The epitope positions are: [200, 201, 202, 203, 204, 205, 206, 207, 208, 209, 210, 211, 212, 213, 214]. The amino acids at these positions are: NNLNSTTSLTEENFG. Given the antigen sequence: MTTRTKGRGHTVATTQNDRMPGPELSGWISEQLMTGRIPVSDIFCDIENNPGLCYASQMQQTKPNPKTRNSQTQTDPICNHSFEEVVQTLASLATVVQQQTIASESLEQRITSLENGLKPVYDMAKTISSLNRVCAEMVAKYDLLVMTTGRATATAAATEAYWAEHGQPPPGPSLYEESAIRGKIESRDETVPQSVREAFNNLNSTTSLTEENFGKPDISAKDLRNIMYDHLPGFGTAFHQLVQVICKLGKDSNSLDIIHAEFQASLAEGDSPQCALIQITKRVPIFQDAAPPVIHIRSRGDIPRACQKSLRPVPPSPKIDRGWVCVFQLQDGKTLGLKI, which amino acid positions are active epitope sites? (6) Given the antigen sequence: MASLLKSLALFKRAKDKPPLAAGSGGAIRGIKHVIVVPIPGDSSITTRSRLLDRLVKMVGDPDISGPKLTGALISILSLFVESPGQLIQRITDDPDISIKLVEVVQSDKTQSGLTFASRGTSMDDEADRYFTYEEPNDGEERQSYWFENRDIQDIEIQDPEGFNMILATILAQIWILLAKAVTAPDTAAESELRRWVKYTQQRRVIGEFRLDKGWLDTVRNRVAEDLSLRRFMVALILDIKRTPGNKPRIAEMICDIDTYIVEAGLASFILTIKFGIETMYPALGLHEFAGELSTIESLMNLYQQMGELAPYMVILENSIQNKFSAGAYPLLWSYAMGIGVELENSMGGLNFGRSYFDPAYFRLGQEMVRRSAGKVSSNLASELGITEEEARLVSEIAAYTSDDRNNRTSGPKQAQVSFLRTDQGSEAQHSASKKDEARAPQVKKETRTSSKSDKHKEGTDKEPVSSSAMTLIDVDTTLEADTDPLESKKSAEALLRLQA..., which amino acid positions are active epitope sites? The epitope positions are: [120, 121, 122, 123, 124, 125, 126, 127, 128, 129, 130, 131]. The amino acids at these positions are: TSMDDEADRYFT. (7) Given the antigen sequence: MAMPPCALGLFCFCSSCFCLCCPRHRPVSRLAVVVGGAAAVPAVVSGVTGLILSPSPSPIFIQPTPSHLTFQQPPGLELALDNRPAHSAPLGVTSPSAPPLPPVVDLPQPGLRR, which amino acid positions are active epitope sites? The epitope positions are: [104, 105, 106, 107, 108, 109, 110, 111, 112, 113]. The amino acids at these positions are: VDLPQPGLRR.